Dataset: Reaction yield outcomes from USPTO patents with 853,638 reactions. Task: Predict the reaction yield, written as a fraction of the theoretical maximum amount of product (1.0 means a 100% yield; for example, 0.34 means a 34% yield). The reactants are Cl[C:2]1[CH:7]=[CH:6][C:5]([N+:8]([O-:10])=[O:9])=[CH:4][N:3]=1.[NH2:11][CH2:12][CH2:13][NH:14][C:15]1[N:20]=[C:19]([C:21]2[CH:26]=[CH:25][C:24]([Cl:27])=[CH:23][C:22]=2[Cl:28])[C:18]([CH2:29][OH:30])=[CH:17][N:16]=1. The catalyst is CO.C(Cl)Cl. The product is [Cl:28][C:22]1[CH:23]=[C:24]([Cl:27])[CH:25]=[CH:26][C:21]=1[C:19]1[C:18]([CH2:29][OH:30])=[CH:17][N:16]=[C:15]([NH:14][CH2:13][CH2:12][NH:11][C:2]2[CH:7]=[CH:6][C:5]([N+:8]([O-:10])=[O:9])=[CH:4][N:3]=2)[N:20]=1. The yield is 0.510.